Dataset: Forward reaction prediction with 1.9M reactions from USPTO patents (1976-2016). Task: Predict the product of the given reaction. (1) Given the reactants [OH:1][CH:2]1[O:10][C@H:9]([CH2:11][OH:12])[C@@H:7]([OH:8])[C@H:5]([OH:6])[C@H:3]1[NH2:4], predict the reaction product. The product is: [NH2:4][CH2:3][C:2]([OH:10])=[O:1].[OH:1][CH:2]1[O:10][C@H:9]([CH2:11][OH:12])[C@@H:7]([OH:8])[C@H:5]([OH:6])[C@H:3]1[NH2:4]. (2) Given the reactants [NH2:1][CH2:2][C:3]1[CH:8]=[CH:7][C:6]([NH:9][C:10]([NH:12][CH2:13][CH2:14][CH2:15][CH2:16][N:17]([CH2:21][CH2:22][CH3:23])[CH2:18][CH2:19][CH3:20])=[O:11])=[C:5](C)[CH:4]=1.[NH:25]1[CH:29]=[CH:28][N:27]=[C:26]1[CH:30]=O.C(OC)(OC)OC.[BH4-].[Na+], predict the reaction product. The product is: [CH2:21]([N:17]([CH2:18][CH2:19][CH3:20])[CH2:16][CH2:15][CH2:14][CH2:13][NH:12][C:10]([NH:9][C:6]1[CH:5]=[CH:4][C:3]([CH2:2][NH:1][CH2:30][C:26]2[NH:25][CH:29]=[CH:28][N:27]=2)=[CH:8][CH:7]=1)=[O:11])[CH2:22][CH3:23]. (3) Given the reactants C(OC([N:8]1[CH2:13][CH2:12][CH:11]([O:14][C:15]2[N:16]=[N:17][C:18]([CH:34]3[CH2:39][CH2:38][CH2:37][CH2:36][CH2:35]3)=[C:19]([C:21]3[CH:26]=[CH:25][C:24]([O:27][CH:28]4[CH2:33][CH2:32][CH2:31][CH2:30][CH2:29]4)=[CH:23][CH:22]=3)[CH:20]=2)[CH2:10][CH2:9]1)=O)(C)(C)C.[ClH:40], predict the reaction product. The product is: [ClH:40].[ClH:40].[CH:34]1([C:18]2[N:17]=[N:16][C:15]([O:14][CH:11]3[CH2:10][CH2:9][NH:8][CH2:13][CH2:12]3)=[CH:20][C:19]=2[C:21]2[CH:26]=[CH:25][C:24]([O:27][CH:28]3[CH2:33][CH2:32][CH2:31][CH2:30][CH2:29]3)=[CH:23][CH:22]=2)[CH2:35][CH2:36][CH2:37][CH2:38][CH2:39]1. (4) Given the reactants [C:1]([NH:6][NH:7][C:8]([C@H:10]1[CH2:15][NH:14][C@@H:13]([C:16]([O:18][CH2:19][CH3:20])=[O:17])[CH2:12][CH2:11]1)=[O:9])(=O)[CH:2]([CH3:4])[CH3:3].O=P(Cl)(Cl)Cl.C([O-])(O)=O.[Na+], predict the reaction product. The product is: [CH:2]([C:1]1[O:9][C:8]([C@H:10]2[CH2:15][NH:14][C@@H:13]([C:16]([O:18][CH2:19][CH3:20])=[O:17])[CH2:12][CH2:11]2)=[N:7][N:6]=1)([CH3:4])[CH3:3]. (5) Given the reactants [NH2:1][C:2]1[C:10]2[C:5](=[C:6]([C:11]3[C:12]([C@@H:23]([NH:33][C:34](=[O:51])[CH2:35][N:36]4[C:40]5[C:41]([F:46])([F:45])[C@@H:42]6[CH2:44][C@@H:43]6[C:39]=5[C:38]([C:47]([F:50])([F:49])[F:48])=[N:37]4)[CH2:24][C:25]4[CH:30]=[C:29]([F:31])[CH:28]=[C:27]([F:32])[CH:26]=4)=[N:13][C:14]([C:17]#[C:18][C:19]([OH:22])([CH3:21])[CH3:20])=[CH:15][CH:16]=3)[CH:7]=[CH:8][CH:9]=2)[N:4]([CH3:52])[N:3]=1.N1C=CC=CC=1.[S:59](Cl)(=[O:62])(=[O:61])[NH2:60], predict the reaction product. The product is: [F:45][C:41]1([F:46])[C:40]2[N:36]([CH2:35][C:34]([NH:33][C@H:23]([C:12]3[C:11]([C:6]4[CH:7]=[CH:8][CH:9]=[C:10]5[C:5]=4[N:4]([CH3:52])[N:3]=[C:2]5[NH:1][S:59](=[O:62])(=[O:61])[NH2:60])=[CH:16][CH:15]=[C:14]([C:17]#[C:18][C:19]([OH:22])([CH3:21])[CH3:20])[N:13]=3)[CH2:24][C:25]3[CH:30]=[C:29]([F:31])[CH:28]=[C:27]([F:32])[CH:26]=3)=[O:51])[N:37]=[C:38]([C:47]([F:49])([F:48])[F:50])[C:39]=2[C@H:43]2[CH2:44][C@@H:42]12. (6) Given the reactants [Br:1][C:2]1[C:7]([N+:8]([O-])=O)=[CH:6][C:5]([CH3:11])=[CH:4][C:3]=1[CH3:12].Cl.CCO, predict the reaction product. The product is: [Br:1][C:2]1[C:3]([CH3:12])=[CH:4][C:5]([CH3:11])=[CH:6][C:7]=1[NH2:8]. (7) Given the reactants [F:1][C:2]1[C:7]([C:8]([C:10]2[CH:11]=[C:12]3[C:17](=[CH:18][CH:19]=2)[N:16]=[CH:15][CH:14]=[CH:13]3)=[O:9])=[C:6]([F:20])[C:5]([F:21])=[CH:4][C:3]=1[NH:22]C(=O)C(C)(C)C.Cl, predict the reaction product. The product is: [NH2:22][C:3]1[C:2]([F:1])=[C:7]([C:8]([C:10]2[CH:11]=[C:12]3[C:17](=[CH:18][CH:19]=2)[N:16]=[CH:15][CH:14]=[CH:13]3)=[O:9])[C:6]([F:20])=[C:5]([F:21])[CH:4]=1.